This data is from Catalyst prediction with 721,799 reactions and 888 catalyst types from USPTO. The task is: Predict which catalyst facilitates the given reaction. (1) Reactant: [C:1]([CH2:3][C:4]1([CH2:10][N:11]([C@@H:18]2[CH2:20][C@H:19]2[C:21]2[CH:26]=[CH:25][CH:24]=[CH:23][CH:22]=2)[C:12](=[O:17])[C:13]([F:16])([F:15])[F:14])[CH2:9][CH2:8][NH:7][CH2:6][CH2:5]1)#[N:2].[F:27][C:28]1[CH:29]=[C:30]([CH:33]=[CH:34][CH:35]=1)[CH:31]=[O:32].C(O[BH-](OC(=O)C)OC(=O)C)(=[O:38])C.[Na+]. Product: [C:1](#[N:2])[CH3:3].[OH2:17].[C:12]([OH:17])([C:13]([F:16])([F:15])[F:14])=[O:32].[F:27][C:28]1[CH:29]=[C:30]([CH:33]=[CH:34][CH:35]=1)[CH2:31][N:7]1[CH2:8][CH2:9][C:4]([CH2:3][C:1]#[N:2])([CH2:10][NH:11][C@@H:18]2[CH2:20][C@H:19]2[C:21]2[CH:26]=[CH:25][CH:24]=[CH:23][CH:22]=2)[CH2:5][CH2:6]1.[C:12]([OH:17])([C:13]([F:16])([F:15])[F:14])=[O:38]. The catalyst class is: 2. (2) Reactant: C1(N=C=N)CCCCC1.[N:10]1([CH2:16][CH2:17][CH2:18][O:19][C:20]2[CH:25]=[CH:24][C:23]([N:26]3[CH2:31][CH2:30][N:29]([C:32]([C:34]4[CH:42]=[CH:41][C:37]([C:38](O)=[O:39])=[CH:36][CH:35]=4)=[O:33])[CH2:28][CH2:27]3)=[CH:22][CH:21]=2)[CH2:15][CH2:14][CH2:13][CH2:12][CH2:11]1.O.ON1C2C=CC=CC=2N=N1.[N:54]1([C:60]([O:62][C:63]([CH3:66])([CH3:65])[CH3:64])=[O:61])[CH2:59][CH2:58][NH:57][CH2:56][CH2:55]1. Product: [N:10]1([CH2:16][CH2:17][CH2:18][O:19][C:20]2[CH:21]=[CH:22][C:23]([N:26]3[CH2:27][CH2:28][N:29]([C:32]([C:34]4[CH:35]=[CH:36][C:37]([C:38]([N:57]5[CH2:58][CH2:59][N:54]([C:60]([O:62][C:63]([CH3:66])([CH3:65])[CH3:64])=[O:61])[CH2:55][CH2:56]5)=[O:39])=[CH:41][CH:42]=4)=[O:33])[CH2:30][CH2:31]3)=[CH:24][CH:25]=2)[CH2:11][CH2:12][CH2:13][CH2:14][CH2:15]1. The catalyst class is: 4. (3) Reactant: [C:1]([O:5][C:6]([N:8]1[C:16]2[C:11](=[CH:12][CH:13]=[CH:14][CH:15]=2)[C:10]([CH2:17][OH:18])=[CH:9]1)=[O:7])([CH3:4])([CH3:3])[CH3:2].CC1C=CN=C(N)C=1C.[C:28](O[C:28](=[O:33])[CH2:29][CH2:30][CH2:31][CH3:32])(=[O:33])[CH2:29][CH2:30][CH2:31][CH3:32].C(O)(=O)CC(CC(O)=O)(C(O)=O)O. Product: [C:1]([O:5][C:6]([N:8]1[C:16]2[C:11](=[CH:12][CH:13]=[CH:14][CH:15]=2)[C:10]([CH2:17][O:18][C:28](=[O:33])[CH2:29][CH2:30][CH2:31][CH3:32])=[CH:9]1)=[O:7])([CH3:4])([CH3:2])[CH3:3]. The catalyst class is: 531.